This data is from Reaction yield outcomes from USPTO patents with 853,638 reactions. The task is: Predict the reaction yield, written as a fraction of the theoretical maximum amount of product (1.0 means a 100% yield; for example, 0.34 means a 34% yield). (1) The reactants are CC(OI1(OC(C)=O)(OC(C)=O)OC(=O)C2C=CC=CC1=2)=O.[CH2:23]([O:30][C:31]([N:33]1[CH2:38][CH2:37][CH:36]([CH2:39][OH:40])[CH2:35][CH2:34]1)=[O:32])[C:24]1[CH:29]=[CH:28][CH:27]=[CH:26][CH:25]=1. The catalyst is ClCCl.C(Cl)(Cl)Cl.O. The product is [CH2:23]([O:30][C:31]([N:33]1[CH2:38][CH2:37][CH:36]([CH:39]=[O:40])[CH2:35][CH2:34]1)=[O:32])[C:24]1[CH:29]=[CH:28][CH:27]=[CH:26][CH:25]=1. The yield is 0.660. (2) The reactants are [CH3:1][O:2][C:3]1[CH:9]=[CH:8][C:6]([NH2:7])=[C:5]([C:10]2[S:11][CH:12]=[CH:13][N:14]=2)[CH:4]=1.[CH3:15][C:16]1[O:20][N:19]=[C:18]([NH:21][C:22](=O)[O:23]C2C=CC=CC=2)[CH:17]=1. The catalyst is C1COCC1. The product is [CH3:1][O:2][C:3]1[CH:9]=[CH:8][C:6]([NH:7][C:22]([NH:21][C:18]2[CH:17]=[C:16]([CH3:15])[O:20][N:19]=2)=[O:23])=[C:5]([C:10]2[S:11][CH:12]=[CH:13][N:14]=2)[CH:4]=1. The yield is 0.490. (3) The reactants are [N+]([C:4]1[CH:11]=[CH:10][CH:9]=[C:8]([N+:12]([O-:14])=[O:13])[C:5]=1[C:6]#[N:7])([O-])=O.[Na].[CH2:16]([OH:19])[CH2:17][CH3:18]. The catalyst is CN(C=O)C. The product is [N+:12]([C:8]1[CH:9]=[CH:10][CH:11]=[C:4]([O:19][CH2:16][CH2:17][CH3:18])[C:5]=1[C:6]#[N:7])([O-:14])=[O:13]. The yield is 0.770. (4) The product is [CH3:7][O:6][C:4](=[O:5])[CH2:3][S:2][CH2:11][CH2:12][CH2:13][C:14]([O:16][CH3:17])=[O:15]. The yield is 0.940. The catalyst is CO. The reactants are [Na].[SH:2][CH2:3][C:4]([O:6][CH3:7])=[O:5].[Na+].[I-].Cl[CH2:11][CH2:12][CH2:13][C:14]([O:16][CH3:17])=[O:15]. (5) The product is [NH2:13][C:4]1[C:5]([NH:8][C@@H:9]([CH3:12])[CH2:10][OH:11])=[N:6][CH:7]=[C:2]([Br:1])[CH:3]=1. The reactants are [Br:1][C:2]1[CH:3]=[C:4]([N+:13]([O-])=O)[C:5]([NH:8][C@@H:9]([CH3:12])[CH2:10][OH:11])=[N:6][CH:7]=1.O.O.[Sn](Cl)Cl.[OH-].[Na+]. The yield is 0.980. The catalyst is C(O)C.C(OCC)(=O)C. (6) The reactants are [F:1][C:2]1[CH:11]=[C:10]([F:12])[CH:9]=[C:8]2[C:3]=1[CH:4]([O:13][C:14]1[C:22]3[N:21]=[C:20]([CH3:23])[N:19]([CH3:24])[C:18]=3[CH:17]=[C:16]([C:25](O)=[O:26])[CH:15]=1)[CH2:5][CH2:6][O:7]2.Cl.[CH3:29][C:30]1([OH:34])[CH2:33][NH:32][CH2:31]1. No catalyst specified. The product is [F:1][C:2]1[CH:11]=[C:10]([F:12])[CH:9]=[C:8]2[C:3]=1[CH:4]([O:13][C:14]1[C:22]3[N:21]=[C:20]([CH3:23])[N:19]([CH3:24])[C:18]=3[CH:17]=[C:16]([C:25]([N:32]3[CH2:33][C:30]([CH3:29])([OH:34])[CH2:31]3)=[O:26])[CH:15]=1)[CH2:5][CH2:6][O:7]2. The yield is 0.760. (7) The reactants are [F:1][C:2]1[CH:3]=[CH:4][CH:5]=[C:6]2[C:10]=1[NH:9][CH:8]=[C:7]2[CH2:11][NH:12][CH3:13].CNCC1C2C=CC=CC=2N2CCCC=12.[NH2:29][C:30]1[N:35]=[CH:34][C:33](/[CH:36]=[CH:37]/[C:38]([OH:40])=O)=[CH:32][CH:31]=1.Cl.O=C1NC2N=CC(/C=C/C(O)=O)=CC=2CC1. No catalyst specified. The product is [NH2:29][C:30]1[N:35]=[CH:34][C:33](/[CH:36]=[CH:37]/[C:38]([N:12]([CH2:11][C:7]2[C:6]3[C:10](=[C:2]([F:1])[CH:3]=[CH:4][CH:5]=3)[NH:9][CH:8]=2)[CH3:13])=[O:40])=[CH:32][CH:31]=1. The yield is 0.180. (8) The reactants are [H-].[Na+].[NH2:3][C@@H:4]1[C:13]2[C:8](=[CH:9][CH:10]=[CH:11][CH:12]=2)[C@H:7]([OH:14])[CH2:6][CH2:5]1.F[C:16]1[CH:17]=[CH:18][C:19]2[N:20]([C:22]([C@@H:25]3[CH2:30][CH2:29][CH2:28][CH2:27][N:26]3[CH3:31])=[N:23][N:24]=2)[CH:21]=1. The catalyst is CN(C=O)C. The product is [CH3:31][N:26]1[CH2:27][CH2:28][CH2:29][CH2:30][C@H:25]1[C:22]1[N:20]2[CH:21]=[C:16]([O:14][C@H:7]3[C:8]4[C:13](=[CH:12][CH:11]=[CH:10][CH:9]=4)[C@@H:4]([NH2:3])[CH2:5][CH2:6]3)[CH:17]=[CH:18][C:19]2=[N:24][N:23]=1. The yield is 0.710. (9) The yield is 0.940. The reactants are [Br:1][C:2]1[CH:7]=[CH:6][C:5]([O:8][CH3:9])=[CH:4][C:3]=1[CH2:10][OH:11].N1C=CN=C1.[CH:17]([Si:20](Cl)([CH:24]([CH3:26])[CH3:25])[CH:21]([CH3:23])[CH3:22])([CH3:19])[CH3:18]. The product is [Br:1][C:2]1[CH:7]=[CH:6][C:5]([O:8][CH3:9])=[CH:4][C:3]=1[CH2:10][O:11][Si:20]([CH:24]([CH3:26])[CH3:25])([CH:21]([CH3:23])[CH3:22])[CH:17]([CH3:19])[CH3:18]. The catalyst is CN(C=O)C.